Dataset: Full USPTO retrosynthesis dataset with 1.9M reactions from patents (1976-2016). Task: Predict the reactants needed to synthesize the given product. (1) Given the product [CH2:8]([O:7][C:3](=[O:10])[CH2:21][C:20]([C:16]1[O:15][CH:19]=[CH:18][CH:17]=1)=[O:22])[CH3:9], predict the reactants needed to synthesize it. The reactants are: [H-].[Na+].[C:3](=[O:10])([O:7][CH2:8][CH3:9])OCC.CC(C)=O.[O:15]1[CH:19]=[CH:18][CH:17]=[C:16]1[C:20](=[O:22])[CH3:21]. (2) Given the product [NH2:19][CH2:8][C@H:9]1[CH2:13][CH2:12][C@@H:11]([O:14][C:21]2[CH:22]=[C:23]3[C:28](=[CH:29][CH:30]=2)[C:27](=[O:31])[NH:26][CH:25]=[CH:24]3)[CH2:10]1, predict the reactants needed to synthesize it. The reactants are: C(OC([CH:8]([NH2:19])[C@H:9]1[CH2:13][CH2:12][C@@H:11]([O:14]S(C)(=O)=O)[CH2:10]1)=O)(C)(C)C.O[C:21]1[CH:22]=[C:23]2[C:28](=[CH:29][CH:30]=1)[C:27](=[O:31])[NH:26][CH:25]=[CH:24]2.C(=O)([O-])[O-].[K+].[K+].C([O-])(O)=O.[Na+].FC(F)(F)C(O)=O. (3) Given the product [CH3:22][O:23][C:24]1[CH:29]=[CH:28][CH:27]=[CH:26][C:25]=1[CH2:2][C:3]1[CH:4]=[C:5]([N:9]([CH2:15][C:16]2[CH:17]=[N:18][CH:19]=[CH:20][CH:21]=2)[S:10]([CH2:13][CH3:14])(=[O:12])=[O:11])[CH:6]=[CH:7][CH:8]=1, predict the reactants needed to synthesize it. The reactants are: Br[CH2:2][C:3]1[CH:4]=[C:5]([N:9]([CH2:15][C:16]2[CH:17]=[N:18][CH:19]=[CH:20][CH:21]=2)[S:10]([CH2:13][CH3:14])(=[O:12])=[O:11])[CH:6]=[CH:7][CH:8]=1.[CH3:22][O:23][C:24]1[CH:29]=[CH:28][CH:27]=[CH:26][C:25]=1B(O)O.C([O-])([O-])=O.[Na+].[Na+]. (4) Given the product [CH:37]([N:34]1[CH2:35][CH2:36][CH:31]([O:30][C:25]2[CH:24]=[CH:23][C:22]([C:19]3[N:18]=[CH:17][N:16]=[C:15]4[C:20]=3[N:21]=[C:13]([C:10]3[CH:9]=[CH:8][C:7]([N:4]5[CH2:5][CH2:6][O:1][CH2:2][CH2:3]5)=[CH:12][CH:11]=3)[NH:14]4)=[CH:29][C:26]=2[C:27]#[N:28])[CH2:32][CH2:33]1)=[O:38], predict the reactants needed to synthesize it. The reactants are: [O:1]1[CH2:6][CH2:5][N:4]([C:7]2[CH:12]=[CH:11][C:10]([C:13]3[NH:14][C:15]4[C:20]([N:21]=3)=[C:19]([C:22]3[CH:23]=[CH:24][C:25]([O:30][CH:31]5[CH2:36][CH2:35][NH:34][CH2:33][CH2:32]5)=[C:26]([CH:29]=3)[C:27]#[N:28])[N:18]=[CH:17][N:16]=4)=[CH:9][CH:8]=2)[CH2:3][CH2:2]1.[CH:37](O)=[O:38].CCN(C(C)C)C(C)C.CN(C(ON1N=NC2C=CC=NC1=2)=[N+](C)C)C.F[P-](F)(F)(F)(F)F. (5) Given the product [CH3:1][O:2][C:3]([C:5]1[N:6]=[C:7]([NH:10][C:11](=[O:34])[C@@H:12]([N:20]2[C:21](=[O:33])[CH:22]([C:23]3[CH:28]=[CH:27][C:26]([O:29][CH3:30])=[C:25]([CH3:31])[CH:24]=3)[NH:32][C:45]2=[O:44])[CH2:13][C:14]2[CH:15]=[CH:16][CH:17]=[CH:18][CH:19]=2)[S:8][CH:9]=1)=[O:4], predict the reactants needed to synthesize it. The reactants are: [CH3:1][O:2][C:3]([C:5]1[N:6]=[C:7]([NH:10][C:11](=[O:34])[C@@H:12]([NH:20][C:21](=[O:33])[CH:22]([NH2:32])[C:23]2[CH:28]=[CH:27][C:26]([O:29][CH3:30])=[C:25]([CH3:31])[CH:24]=2)[CH2:13][C:14]2[CH:19]=[CH:18][CH:17]=[CH:16][CH:15]=2)[S:8][CH:9]=1)=[O:4].C(N(C(C)C)CC)(C)C.[O:44]=[C:45](Cl)OC(Cl)(Cl)Cl.O. (6) The reactants are: Cl[C:2]1[CH:7]=[C:6]([N:8]2[CH2:13][CH2:12][N:11]([CH3:14])[CH2:10][CH2:9]2)[N:5]=[C:4]([NH2:15])[N:3]=1.[Br-].[CH:17]12[CH2:26][CH:21]3[CH2:22][CH:23]([CH2:25][CH:19]([CH2:20]3)[CH:18]1[Zn+])[CH2:24]2. Given the product [CH:17]12[CH2:26][CH:21]3[CH2:22][CH:23]([CH2:25][CH:19]([CH2:20]3)[CH:18]1[C:2]1[CH:7]=[C:6]([N:8]3[CH2:13][CH2:12][N:11]([CH3:14])[CH2:10][CH2:9]3)[N:5]=[C:4]([NH2:15])[N:3]=1)[CH2:24]2, predict the reactants needed to synthesize it.